Dataset: NCI-60 drug combinations with 297,098 pairs across 59 cell lines. Task: Regression. Given two drug SMILES strings and cell line genomic features, predict the synergy score measuring deviation from expected non-interaction effect. (1) Drug 1: CN(C)N=NC1=C(NC=N1)C(=O)N. Drug 2: C1=NNC2=C1C(=O)NC=N2. Cell line: SK-MEL-28. Synergy scores: CSS=2.17, Synergy_ZIP=2.13, Synergy_Bliss=5.33, Synergy_Loewe=0.556, Synergy_HSA=0.937. (2) Drug 1: C1=CC(=CC=C1CCC2=CNC3=C2C(=O)NC(=N3)N)C(=O)NC(CCC(=O)O)C(=O)O. Drug 2: C1CN(P(=O)(OC1)NCCCl)CCCl. Cell line: MOLT-4. Synergy scores: CSS=43.2, Synergy_ZIP=-0.308, Synergy_Bliss=-3.31, Synergy_Loewe=-28.3, Synergy_HSA=-3.34. (3) Synergy scores: CSS=19.8, Synergy_ZIP=0.257, Synergy_Bliss=-2.17, Synergy_Loewe=-62.1, Synergy_HSA=-3.49. Drug 2: COC1=C2C(=CC3=C1OC=C3)C=CC(=O)O2. Cell line: COLO 205. Drug 1: CCC1(CC2CC(C3=C(CCN(C2)C1)C4=CC=CC=C4N3)(C5=C(C=C6C(=C5)C78CCN9C7C(C=CC9)(C(C(C8N6C=O)(C(=O)OC)O)OC(=O)C)CC)OC)C(=O)OC)O.OS(=O)(=O)O. (4) Drug 1: C1CCC(C1)C(CC#N)N2C=C(C=N2)C3=C4C=CNC4=NC=N3. Drug 2: CC(C)(C#N)C1=CC(=CC(=C1)CN2C=NC=N2)C(C)(C)C#N. Cell line: SF-539. Synergy scores: CSS=7.00, Synergy_ZIP=-0.921, Synergy_Bliss=-0.00640, Synergy_Loewe=2.79, Synergy_HSA=2.17. (5) Synergy scores: CSS=-2.16, Synergy_ZIP=3.50, Synergy_Bliss=-0.159, Synergy_Loewe=-6.13, Synergy_HSA=-5.64. Drug 2: CC1=C(C=C(C=C1)NC(=O)C2=CC=C(C=C2)CN3CCN(CC3)C)NC4=NC=CC(=N4)C5=CN=CC=C5. Drug 1: C1CC(C1)(C(=O)O)C(=O)O.[NH2-].[NH2-].[Pt+2]. Cell line: HCT116. (6) Drug 1: CCCS(=O)(=O)NC1=C(C(=C(C=C1)F)C(=O)C2=CNC3=C2C=C(C=N3)C4=CC=C(C=C4)Cl)F. Drug 2: COCCOC1=C(C=C2C(=C1)C(=NC=N2)NC3=CC=CC(=C3)C#C)OCCOC.Cl. Cell line: UO-31. Synergy scores: CSS=19.8, Synergy_ZIP=1.64, Synergy_Bliss=4.56, Synergy_Loewe=5.72, Synergy_HSA=7.26. (7) Drug 1: CCCCC(=O)OCC(=O)C1(CC(C2=C(C1)C(=C3C(=C2O)C(=O)C4=C(C3=O)C=CC=C4OC)O)OC5CC(C(C(O5)C)O)NC(=O)C(F)(F)F)O. Drug 2: C1=NC2=C(N1)C(=S)N=CN2. Cell line: SF-295. Synergy scores: CSS=72.4, Synergy_ZIP=-0.154, Synergy_Bliss=-1.54, Synergy_Loewe=3.10, Synergy_HSA=3.36. (8) Drug 1: CC1C(C(CC(O1)OC2CC(CC3=C2C(=C4C(=C3O)C(=O)C5=C(C4=O)C(=CC=C5)OC)O)(C(=O)CO)O)N)O.Cl. Drug 2: CN(C)N=NC1=C(NC=N1)C(=O)N. Cell line: IGROV1. Synergy scores: CSS=9.74, Synergy_ZIP=-0.329, Synergy_Bliss=1.99, Synergy_Loewe=-0.226, Synergy_HSA=0.00676. (9) Drug 1: C1=CC(=CC=C1CC(C(=O)O)N)N(CCCl)CCCl.Cl. Drug 2: CC(C)(C#N)C1=CC(=CC(=C1)CN2C=NC=N2)C(C)(C)C#N. Cell line: U251. Synergy scores: CSS=12.3, Synergy_ZIP=-6.94, Synergy_Bliss=-7.18, Synergy_Loewe=-7.78, Synergy_HSA=-7.67. (10) Drug 2: CCN(CC)CCCC(C)NC1=C2C=C(C=CC2=NC3=C1C=CC(=C3)Cl)OC. Drug 1: CCC1(CC2CC(C3=C(CCN(C2)C1)C4=CC=CC=C4N3)(C5=C(C=C6C(=C5)C78CCN9C7C(C=CC9)(C(C(C8N6C)(C(=O)OC)O)OC(=O)C)CC)OC)C(=O)OC)O.OS(=O)(=O)O. Synergy scores: CSS=0.862, Synergy_ZIP=-2.23, Synergy_Bliss=-0.505, Synergy_Loewe=-0.369, Synergy_HSA=-1.35. Cell line: SNB-75.